This data is from Reaction yield outcomes from USPTO patents with 853,638 reactions. The task is: Predict the reaction yield, written as a fraction of the theoretical maximum amount of product (1.0 means a 100% yield; for example, 0.34 means a 34% yield). (1) The reactants are CCN(C(C)C)C(C)C.[OH:10][C:11]1[CH:12]=[CH:13][CH:14]=[C:15]2[C:20]=1[O:19][C:18](=[O:21])[C:17]([C:22]([OH:24])=O)=[CH:16]2.CN(C(ON1N=NC2C=CC=NC1=2)=[N+](C)C)C.F[P-](F)(F)(F)(F)F.[OH:49][C:50]1[N:55]=[CH:54][C:53]([C:56]2[CH:57]=[C:58]([NH2:62])[CH:59]=[CH:60][CH:61]=2)=[CH:52][CH:51]=1. The catalyst is CN(C=O)C. The product is [OH:49][C:50]1[N:55]=[CH:54][C:53]([C:56]2[CH:57]=[C:58]([NH:62][C:22]([C:17]3[C:18](=[O:21])[O:19][C:20]4[C:15]([CH:16]=3)=[CH:14][CH:13]=[CH:12][C:11]=4[OH:10])=[O:24])[CH:59]=[CH:60][CH:61]=2)=[CH:52][CH:51]=1. The yield is 0.150. (2) The reactants are [CH3:1][O:2][C:3]1[CH:12]=[CH:11][C:10]([S:13](=[O:16])(=[O:15])[NH2:14])=[CH:9][C:4]=1[C:5]([O:7]C)=[O:6].[OH-].[Na+].Cl. The catalyst is CO. The product is [CH3:1][O:2][C:3]1[CH:12]=[CH:11][C:10]([S:13](=[O:16])(=[O:15])[NH2:14])=[CH:9][C:4]=1[C:5]([OH:7])=[O:6]. The yield is 0.983. (3) The reactants are [C:1](N1C=CC=CC1=O)(N1C=CC=CC1=O)=[S:2].[CH3:17][C:18]1[CH:19]=[C:20]2[C:25](=[C:26]([CH3:28])[CH:27]=1)[CH:24]=[N:23][C:22]([NH2:29])=[CH:21]2. The catalyst is ClCCl. The product is [N:29]([C:22]1[N:23]=[CH:24][C:25]2[C:20]([CH:21]=1)=[CH:19][C:18]([CH3:17])=[CH:27][C:26]=2[CH3:28])=[C:1]=[S:2]. The yield is 0.0800.